This data is from Catalyst prediction with 721,799 reactions and 888 catalyst types from USPTO. The task is: Predict which catalyst facilitates the given reaction. (1) Reactant: [F:1][C:2]1[CH:7]=[CH:6][C:5]([F:8])=[CH:4][C:3]=1[C@@H:9]1[N:13]([C:14]2[CH:19]=[CH:18][N:17]3[N:20]=[CH:21][C:22]([C:23]([O:25]CC)=[O:24])=[C:16]3[N:15]=2)[C:12]([CH3:29])([CH3:28])[CH2:11][CH2:10]1.[OH-].[Na+].Cl. Product: [F:1][C:2]1[CH:7]=[CH:6][C:5]([F:8])=[CH:4][C:3]=1[C@@H:9]1[N:13]([C:14]2[CH:19]=[CH:18][N:17]3[N:20]=[CH:21][C:22]([C:23]([OH:25])=[O:24])=[C:16]3[N:15]=2)[C:12]([CH3:29])([CH3:28])[CH2:11][CH2:10]1. The catalyst class is: 430. (2) Reactant: [Cl:1][C:2]1[S:6][C:5]([S:7]([N:10]([CH2:17][CH3:18])[C:11]2([C:14]([OH:16])=O)[CH2:13][CH2:12]2)(=[O:9])=[O:8])=[CH:4][CH:3]=1.CCOC(OC(OCC)=O)=O.[CH:30]1([CH2:33][N:34]2[CH2:39][CH2:38][N:37]([C:40]3[CH:45]=[C:44]([CH2:46][NH2:47])[CH:43]=[C:42]([C:48]4[CH:53]=[CH:52][C:51]([C:54]([F:57])([F:56])[F:55])=[CH:50][CH:49]=4)[N:41]=3)[CH2:36][CH2:35]2)[CH2:32][CH2:31]1. Product: [Cl:1][C:2]1[S:6][C:5]([S:7]([N:10]([CH2:17][CH3:18])[C:11]2([C:14]([NH:47][CH2:46][C:44]3[CH:43]=[C:42]([C:48]4[CH:53]=[CH:52][C:51]([C:54]([F:57])([F:55])[F:56])=[CH:50][CH:49]=4)[N:41]=[C:40]([N:37]4[CH2:36][CH2:35][N:34]([CH2:33][CH:30]5[CH2:31][CH2:32]5)[CH2:39][CH2:38]4)[CH:45]=3)=[O:16])[CH2:12][CH2:13]2)(=[O:8])=[O:9])=[CH:4][CH:3]=1. The catalyst class is: 1.